From a dataset of Forward reaction prediction with 1.9M reactions from USPTO patents (1976-2016). Predict the product of the given reaction. The product is: [CH3:1][O:2][C:3]1[CH:10]=[CH:9][C:6](/[CH:7]=[CH:15]/[C:16]([OH:18])=[O:17])=[C:5]([N+:11]([O-:13])=[O:12])[CH:4]=1. Given the reactants [CH3:1][O:2][C:3]1[CH:10]=[CH:9][C:6]([CH:7]=O)=[C:5]([N+:11]([O-:13])=[O:12])[CH:4]=1.C(O)(=O)[CH2:15][C:16]([OH:18])=[O:17].N1CCCCC1, predict the reaction product.